From a dataset of Forward reaction prediction with 1.9M reactions from USPTO patents (1976-2016). Predict the product of the given reaction. The product is: [CH3:1][O:2][C:3]1[CH:4]=[C:5]2[C:10](=[CH:11][C:12]=1[O:13][CH3:14])[N:9]=[CH:8][N:7]=[C:6]2[O:15][C:16]1[C:17]([F:24])=[CH:18][C:19]([F:23])=[C:20]([NH:21][C:35]([NH:34][C:32]2[O:31][N:30]=[C:29]([C:26]([F:25])([CH3:27])[CH3:28])[CH:33]=2)=[O:36])[CH:22]=1. Given the reactants [CH3:1][O:2][C:3]1[CH:4]=[C:5]2[C:10](=[CH:11][C:12]=1[O:13][CH3:14])[N:9]=[CH:8][N:7]=[C:6]2[O:15][C:16]1[C:17]([F:24])=[CH:18][C:19]([F:23])=[C:20]([CH:22]=1)[NH2:21].[F:25][C:26]([C:29]1[CH:33]=[C:32]([NH:34][C:35](=O)[O:36]C2C=CC=CC=2)[O:31][N:30]=1)([CH3:28])[CH3:27].C(N(C(C)C)CC)(C)C, predict the reaction product.